Dataset: NCI-60 drug combinations with 297,098 pairs across 59 cell lines. Task: Regression. Given two drug SMILES strings and cell line genomic features, predict the synergy score measuring deviation from expected non-interaction effect. (1) Drug 1: C1=CC=C(C(=C1)C(C2=CC=C(C=C2)Cl)C(Cl)Cl)Cl. Drug 2: CC12CCC3C(C1CCC2OP(=O)(O)O)CCC4=C3C=CC(=C4)OC(=O)N(CCCl)CCCl.[Na+]. Cell line: HCT116. Synergy scores: CSS=11.2, Synergy_ZIP=-6.48, Synergy_Bliss=-7.00, Synergy_Loewe=-15.8, Synergy_HSA=-6.48. (2) Drug 1: CC1=C(C=C(C=C1)NC(=O)C2=CC=C(C=C2)CN3CCN(CC3)C)NC4=NC=CC(=N4)C5=CN=CC=C5. Drug 2: C1CN1C2=NC(=NC(=N2)N3CC3)N4CC4. Cell line: SF-539. Synergy scores: CSS=55.4, Synergy_ZIP=-4.15, Synergy_Bliss=-3.00, Synergy_Loewe=-18.0, Synergy_HSA=0.251. (3) Drug 1: CCC1(CC2CC(C3=C(CCN(C2)C1)C4=CC=CC=C4N3)(C5=C(C=C6C(=C5)C78CCN9C7C(C=CC9)(C(C(C8N6C=O)(C(=O)OC)O)OC(=O)C)CC)OC)C(=O)OC)O.OS(=O)(=O)O. Drug 2: C1C(C(OC1N2C=NC(=NC2=O)N)CO)O. Cell line: 786-0. Synergy scores: CSS=0.652, Synergy_ZIP=0.108, Synergy_Bliss=-0.923, Synergy_Loewe=-5.64, Synergy_HSA=-3.60.